This data is from Tyrosyl-DNA phosphodiesterase HTS with 341,365 compounds. The task is: Binary Classification. Given a drug SMILES string, predict its activity (active/inactive) in a high-throughput screening assay against a specified biological target. The molecule is O=C(N1CCOCC1)C12CC3(CC(C2)CC(C3)C1)C(=O)N1CCOCC1. The result is 0 (inactive).